This data is from Forward reaction prediction with 1.9M reactions from USPTO patents (1976-2016). The task is: Predict the product of the given reaction. (1) Given the reactants C[O:2][C:3](=[O:29])[CH2:4][C:5]1[CH:10]=[CH:9][C:8]([C:11]#[C:12][C:13]2[CH:14]=[C:15]3[C:20](=[C:21]([OH:23])[CH:22]=2)[O:19][C:18]([CH3:25])([CH3:24])[CH2:17][C:16]3([CH3:27])[CH3:26])=[CH:7][C:6]=1[F:28].[OH-].[K+], predict the reaction product. The product is: [F:28][C:6]1[CH:7]=[C:8]([C:11]#[C:12][C:13]2[CH:14]=[C:15]3[C:20](=[C:21]([OH:23])[CH:22]=2)[O:19][C:18]([CH3:25])([CH3:24])[CH2:17][C:16]3([CH3:26])[CH3:27])[CH:9]=[CH:10][C:5]=1[CH2:4][C:3]([OH:29])=[O:2]. (2) Given the reactants [Cl:1][C:2]1[CH:7]=[CH:6][CH:5]=[C:4]([Cl:8])[C:3]=1[CH:9]1[CH2:14][CH2:13][N:12]([C:15]([C:17]2[NH:18][C:19]3[C:24]([CH:25]=2)=[CH:23][CH:22]=[CH:21][CH:20]=3)=O)[CH2:11][CH2:10]1.CCOCC.Cl, predict the reaction product. The product is: [ClH:1].[Cl:8][C:4]1[CH:5]=[CH:6][CH:7]=[C:2]([Cl:1])[C:3]=1[CH:9]1[CH2:10][CH2:11][N:12]([CH2:15][C:17]2[NH:18][C:19]3[C:24]([CH:25]=2)=[CH:23][CH:22]=[CH:21][CH:20]=3)[CH2:13][CH2:14]1. (3) Given the reactants Cl[CH2:2][CH2:3][C:4](=[O:8])[CH:5]([CH3:7])[CH3:6].[NH2:9][C:10]1[CH:15]=[CH:14][CH:13]=[CH:12][CH:11]=1.C([O-])(O)=O.[Na+], predict the reaction product. The product is: [CH3:6][CH:5]([CH3:7])[C:4](=[O:8])[CH2:3][CH2:2][NH:9][C:10]1[CH:15]=[CH:14][CH:13]=[CH:12][CH:11]=1. (4) Given the reactants CN(C)C=O.[I:6][C:7]1[CH:8]=[N:9][NH:10][CH:11]=1.Cl.Cl[CH2:14][CH2:15][N:16]1[CH2:21][CH2:20][O:19][CH2:18][CH2:17]1.C(=O)([O-])[O-].[K+].[K+], predict the reaction product. The product is: [I:6][C:7]1[CH:8]=[N:9][N:10]([CH2:14][CH2:15][N:16]2[CH2:21][CH2:20][O:19][CH2:18][CH2:17]2)[CH:11]=1. (5) Given the reactants [CH:1]1([C:4]([NH2:6])=[O:5])[CH2:3][CH2:2]1.[H-].[Na+].[Cl:9][C:10]1[CH:15]=[CH:14][CH:13]=[C:12]([Cl:16])[C:11]=1[C:17]1[S:18][C:19]2[C:24](S(C)(=O)=O)=[N:23][CH:22]=[N:21][C:20]=2[N:29]=1, predict the reaction product. The product is: [Cl:16][C:12]1[CH:13]=[CH:14][CH:15]=[C:10]([Cl:9])[C:11]=1[C:17]1[S:18][C:19]2[C:24]([NH:6][C:4]([CH:1]3[CH2:3][CH2:2]3)=[O:5])=[N:23][CH:22]=[N:21][C:20]=2[N:29]=1. (6) Given the reactants C(N(C(C)C)C(C)C)C.[Cl:10]CCl.Cl.Cl.[CH3:15][N:16]1[C:25]2[C:20](=[CH:21][C:22]([O:26][CH2:27][CH2:28][CH2:29][CH2:30][CH2:31][NH:32][CH2:33][CH2:34][C:35]3[CH:36]=[N:37][CH:38]=[CH:39][CH:40]=3)=[CH:23][CH:24]=2)[CH:19]=[CH:18][C:17]1=[O:41].[C:42]1([N:48]=[C:49]=[O:50])[CH:47]=[CH:46][CH:45]=[CH:44][CH:43]=1, predict the reaction product. The product is: [ClH:10].[CH3:15][N:16]1[C:25]2[C:20](=[CH:21][C:22]([O:26][CH2:27][CH2:28][CH2:29][CH2:30][CH2:31][N:32]([CH2:33][CH2:34][C:35]3[CH:36]=[N:37][CH:38]=[CH:39][CH:40]=3)[C:49]([NH:48][C:42]3[CH:47]=[CH:46][CH:45]=[CH:44][CH:43]=3)=[O:50])=[CH:23][CH:24]=2)[CH:19]=[CH:18][C:17]1=[O:41]. (7) Given the reactants [OH:1][C@H:2]([CH2:48][OH:49])[CH2:3][CH2:4][NH:5][C:6]([CH:8]1[CH:12]([C:13]2[CH:18]=[CH:17][CH:16]=[C:15]([Cl:19])[C:14]=2[F:20])[C:11]([C:23]2[CH:28]=[CH:27][C:26]([Cl:29])=[CH:25][C:24]=2[F:30])([C:21]#[N:22])[CH:10]([CH2:31][C:32]([C:35]2[CH2:36][CH2:37][N:38]([CH2:41][C:42]3[CH:47]=[CH:46][CH:45]=[CH:44][CH:43]=3)[CH2:39][CH:40]=2)([CH3:34])[CH3:33])[NH:9]1)=[O:7], predict the reaction product. The product is: [OH:1][C@H:2]([CH2:48][OH:49])[CH2:3][CH2:4][NH:5][C:6]([CH:8]1[CH:12]([C:13]2[CH:18]=[CH:17][CH:16]=[C:15]([Cl:19])[C:14]=2[F:20])[C:11]([C:23]2[CH:28]=[CH:27][C:26]([Cl:29])=[CH:25][C:24]=2[F:30])([C:21]#[N:22])[CH:10]([CH2:31][C:32]([CH:35]2[CH2:40][CH2:39][N:38]([CH2:41][C:42]3[CH:47]=[CH:46][CH:45]=[CH:44][CH:43]=3)[CH2:37][CH2:36]2)([CH3:34])[CH3:33])[NH:9]1)=[O:7]. (8) Given the reactants CO[Na].[Na].[Br:5][C:6]1[CH:23]=[CH:22][C:21]([F:24])=[CH:20][C:7]=1[CH2:8][NH:9][C:10]([NH:12][N:13]=[C:14]([CH3:19])[C:15](OC)=[O:16])=[S:11], predict the reaction product. The product is: [Br:5][C:6]1[CH:23]=[CH:22][C:21]([F:24])=[CH:20][C:7]=1[CH2:8][N:9]1[C:15](=[O:16])[C:14]([CH3:19])=[N:13][NH:12][C:10]1=[S:11]. (9) Given the reactants [C:1]1([C:7]2[N:11]=[CH:10][NH:9][N:8]=2)[CH:6]=[CH:5][CH:4]=[CH:3][CH:2]=1.Cl[C:13]1[CH:18]=[CH:17][CH:16]=[CH:15][N:14]=1, predict the reaction product. The product is: [C:1]1([C:7]2[N:11]=[CH:10][N:9]([C:13]3[CH:18]=[CH:17][CH:16]=[CH:15][N:14]=3)[N:8]=2)[CH:2]=[CH:3][CH:4]=[CH:5][CH:6]=1. (10) Given the reactants O[CH2:2][CH2:3][CH2:4][C:5]1[S:6][C:7]2[C:13]([O:14][CH3:15])=[C:12]([O:16][CH3:17])[C:11]([O:18][CH3:19])=[CH:10][C:8]=2[N:9]=1.C(Br)(Br)(Br)[Br:21].C1(P(C2C=CC=CC=2)C2C=CC=CC=2)C=CC=CC=1.O, predict the reaction product. The product is: [Br:21][CH2:2][CH2:3][CH2:4][C:5]1[S:6][C:7]2[C:13]([O:14][CH3:15])=[C:12]([O:16][CH3:17])[C:11]([O:18][CH3:19])=[CH:10][C:8]=2[N:9]=1.